From a dataset of Peptide-MHC class I binding affinity with 185,985 pairs from IEDB/IMGT. Regression. Given a peptide amino acid sequence and an MHC pseudo amino acid sequence, predict their binding affinity value. This is MHC class I binding data. (1) The peptide sequence is RLYEWQHVS. The MHC is HLA-B58:01 with pseudo-sequence HLA-B58:01. The binding affinity (normalized) is 0.0847. (2) The peptide sequence is GHFPLQHAL. The MHC is HLA-B27:03 with pseudo-sequence HLA-B27:03. The binding affinity (normalized) is 0.0847. (3) The peptide sequence is ASLPTTIAK. The MHC is HLA-B15:01 with pseudo-sequence HLA-B15:01. The binding affinity (normalized) is 0.0847. (4) The peptide sequence is NREAVNHL. The MHC is Mamu-A07 with pseudo-sequence Mamu-A07. The binding affinity (normalized) is 0.0487.